From a dataset of Peptide-MHC class I binding affinity with 185,985 pairs from IEDB/IMGT. Regression. Given a peptide amino acid sequence and an MHC pseudo amino acid sequence, predict their binding affinity value. This is MHC class I binding data. (1) The peptide sequence is HRTIHHASA. The binding affinity (normalized) is 0. The MHC is HLA-B08:01 with pseudo-sequence HLA-B08:01. (2) The peptide sequence is MVIFFMSPK. The MHC is HLA-A31:01 with pseudo-sequence HLA-A31:01. The binding affinity (normalized) is 0.331.